From a dataset of NCI-60 drug combinations with 297,098 pairs across 59 cell lines. Regression. Given two drug SMILES strings and cell line genomic features, predict the synergy score measuring deviation from expected non-interaction effect. (1) Drug 1: CC12CCC(CC1=CCC3C2CCC4(C3CC=C4C5=CN=CC=C5)C)O. Drug 2: C1CCN(CC1)CCOC2=CC=C(C=C2)C(=O)C3=C(SC4=C3C=CC(=C4)O)C5=CC=C(C=C5)O. Cell line: MDA-MB-231. Synergy scores: CSS=2.79, Synergy_ZIP=5.53, Synergy_Bliss=1.27, Synergy_Loewe=-0.305, Synergy_HSA=-0.604. (2) Drug 1: C1CCC(C1)C(CC#N)N2C=C(C=N2)C3=C4C=CNC4=NC=N3. Drug 2: CCC1(CC2CC(C3=C(CCN(C2)C1)C4=CC=CC=C4N3)(C5=C(C=C6C(=C5)C78CCN9C7C(C=CC9)(C(C(C8N6C=O)(C(=O)OC)O)OC(=O)C)CC)OC)C(=O)OC)O.OS(=O)(=O)O. Cell line: 786-0. Synergy scores: CSS=26.6, Synergy_ZIP=7.97, Synergy_Bliss=12.0, Synergy_Loewe=2.21, Synergy_HSA=11.4. (3) Drug 1: C1CN1P(=S)(N2CC2)N3CC3. Drug 2: COC1=C2C(=CC3=C1OC=C3)C=CC(=O)O2. Cell line: COLO 205. Synergy scores: CSS=12.7, Synergy_ZIP=-5.86, Synergy_Bliss=2.18, Synergy_Loewe=-11.0, Synergy_HSA=0.357. (4) Drug 1: COC1=CC(=CC(=C1O)OC)C2C3C(COC3=O)C(C4=CC5=C(C=C24)OCO5)OC6C(C(C7C(O6)COC(O7)C8=CC=CS8)O)O. Drug 2: CC(C)CN1C=NC2=C1C3=CC=CC=C3N=C2N. Cell line: HOP-62. Synergy scores: CSS=31.7, Synergy_ZIP=1.62, Synergy_Bliss=1.49, Synergy_Loewe=-20.7, Synergy_HSA=-0.881. (5) Drug 1: CCCCCOC(=O)NC1=NC(=O)N(C=C1F)C2C(C(C(O2)C)O)O. Drug 2: C(CCl)NC(=O)N(CCCl)N=O. Cell line: 786-0. Synergy scores: CSS=6.57, Synergy_ZIP=-0.780, Synergy_Bliss=3.46, Synergy_Loewe=-1.37, Synergy_HSA=1.50. (6) Drug 1: CC1OCC2C(O1)C(C(C(O2)OC3C4COC(=O)C4C(C5=CC6=C(C=C35)OCO6)C7=CC(=C(C(=C7)OC)O)OC)O)O. Drug 2: CN(C)N=NC1=C(NC=N1)C(=O)N. Cell line: SK-MEL-2. Synergy scores: CSS=26.4, Synergy_ZIP=9.79, Synergy_Bliss=11.9, Synergy_Loewe=-14.8, Synergy_HSA=9.53. (7) Drug 1: C1=C(C(=O)NC(=O)N1)F. Drug 2: CC1CCC2CC(C(=CC=CC=CC(CC(C(=O)C(C(C(=CC(C(=O)CC(OC(=O)C3CCCCN3C(=O)C(=O)C1(O2)O)C(C)CC4CCC(C(C4)OC)OCCO)C)C)O)OC)C)C)C)OC. Cell line: DU-145. Synergy scores: CSS=42.2, Synergy_ZIP=-5.16, Synergy_Bliss=-3.62, Synergy_Loewe=1.67, Synergy_HSA=2.85.